From a dataset of Full USPTO retrosynthesis dataset with 1.9M reactions from patents (1976-2016). Predict the reactants needed to synthesize the given product. (1) Given the product [CH2:1]([N:3]1[C:7]2=[N:8][CH:9]=[C:10]([C:20]([O:22][CH2:23][CH3:24])=[O:21])[C:11]([NH:12][CH:13]3[CH2:14][CH2:15][C:16](=[O:19])[CH2:17][CH2:18]3)=[C:6]2[CH:5]=[N:4]1)[CH3:2], predict the reactants needed to synthesize it. The reactants are: [CH2:1]([N:3]1[C:7]2=[N:8][CH:9]=[C:10]([C:20]([O:22][CH2:23][CH3:24])=[O:21])[C:11]([NH:12][CH:13]3[CH2:18][CH2:17][CH:16]([OH:19])[CH2:15][CH2:14]3)=[C:6]2[CH:5]=[N:4]1)[CH3:2].CC(C)=O.OS(O)(=O)=O.O=[Cr](=O)=O.C(O)(C)C.O. (2) Given the product [CH3:1][C:2]1[N:3]([C:16]2[C:21]([CH3:22])=[CH:20][C:19]([CH3:23])=[CH:18][C:17]=2[CH3:24])[C:4]2[C:9]([N:10]=1)=[C:8]([NH:11][CH2:12][CH2:13][NH:31][CH:25]1[CH2:30][CH2:29][CH2:28][CH2:27][CH2:26]1)[CH:7]=[C:6]([CH3:15])[N:5]=2, predict the reactants needed to synthesize it. The reactants are: [CH3:1][C:2]1[N:3]([C:16]2[C:21]([CH3:22])=[CH:20][C:19]([CH3:23])=[CH:18][C:17]=2[CH3:24])[C:4]2[C:9]([N:10]=1)=[C:8]([NH:11][CH2:12][CH2:13]Cl)[CH:7]=[C:6]([CH3:15])[N:5]=2.[CH:25]1([NH2:31])[CH2:30][CH2:29][CH2:28][CH2:27][CH2:26]1. (3) Given the product [CH3:1][C:2]1[CH:7]=[CH:6][C:5]([C:8]2([CH:18]=[O:32])[CH:15]3[CH2:16][CH:11]4[CH2:12][CH:13]([CH2:17][CH:9]2[CH2:10]4)[CH2:14]3)=[CH:4][CH:3]=1, predict the reactants needed to synthesize it. The reactants are: [CH3:1][C:2]1[CH:7]=[CH:6][C:5]([C:8]2([C:18]#N)[CH:15]3[CH2:16][CH:11]4[CH2:12][CH:13]([CH2:17][CH:9]2[CH2:10]4)[CH2:14]3)=[CH:4][CH:3]=1.[H-].C([Al+]CC(C)C)C(C)C.CC[O:32]CC. (4) Given the product [C:45]([O:44][C:43]([NH:42][C:28]1[CH:29]=[CH:30][C:31]([C:7]2[CH2:11][N:10]([C:12]([O:14][C:15]([CH3:18])([CH3:17])[CH3:16])=[O:13])[CH:9]([C:19]([O:21][CH3:22])=[O:20])[CH:8]=2)=[CH:32][C:27]=1[O:26][CH3:25])=[O:49])([CH3:48])([CH3:47])[CH3:46], predict the reactants needed to synthesize it. The reactants are: FC(F)(F)S(O[C:7]1[CH2:11][N:10]([C:12]([O:14][C:15]([CH3:18])([CH3:17])[CH3:16])=[O:13])[CH:9]([C:19]([O:21][CH3:22])=[O:20])[CH:8]=1)(=O)=O.[CH3:25][O:26][C:27]1[CH:32]=[C:31](B2OC(C)(C)C(C)(C)O2)[CH:30]=[CH:29][C:28]=1[NH:42][C:43](=[O:49])[O:44][C:45]([CH3:48])([CH3:47])[CH3:46].C(=O)([O-])[O-].[Na+].[Na+]. (5) Given the product [N+:3]([C:6]1[CH:14]=[C:13]2[C:9]([CH:10]=[CH:11][N:12]2[CH2:16][C:17]([O:19][CH2:20][CH3:21])=[O:18])=[CH:8][CH:7]=1)([O-:5])=[O:4], predict the reactants needed to synthesize it. The reactants are: [H-].[Na+].[N+:3]([C:6]1[CH:14]=[C:13]2[C:9]([CH:10]=[CH:11][NH:12]2)=[CH:8][CH:7]=1)([O-:5])=[O:4].Br[CH2:16][C:17]([O:19][CH2:20][CH3:21])=[O:18]. (6) Given the product [Cl:8][C:9]1[CH:17]=[CH:16][C:12]([C:13]2[S:14][CH:2]=[C:3]([C:4]([OH:6])=[O:5])[N:15]=2)=[CH:11][CH:10]=1, predict the reactants needed to synthesize it. The reactants are: Br[CH2:2][C:3](=O)[C:4]([OH:6])=[O:5].[Cl:8][C:9]1[CH:17]=[CH:16][C:12]([C:13]([NH2:15])=[S:14])=[CH:11][CH:10]=1.